This data is from Full USPTO retrosynthesis dataset with 1.9M reactions from patents (1976-2016). The task is: Predict the reactants needed to synthesize the given product. (1) Given the product [N:21]1([C:18]([C:15]2[NH:16][C:17]3[C:13]([CH:14]=2)=[CH:12][CH:11]=[CH:10][C:9]=3[NH:8][C:6]([C:2]2[S:1][CH:5]=[CH:4][CH:3]=2)=[O:7])=[O:20])[CH2:26][CH2:25][CH2:24][CH2:23][CH2:22]1, predict the reactants needed to synthesize it. The reactants are: [S:1]1[CH:5]=[CH:4][CH:3]=[C:2]1[C:6]([NH:8][C:9]1[CH:10]=[CH:11][CH:12]=[C:13]2[C:17]=1[NH:16][C:15]([C:18]([OH:20])=O)=[CH:14]2)=[O:7].[NH:21]1[CH2:26][CH2:25][CH2:24][CH2:23][CH2:22]1.N1(O)C2C=CC=CC=2N=N1.Cl.CN(C)CCCN=C=NCC. (2) Given the product [C:2]([C:7]1[O:11][C:10]([CH2:12][N:13]2[CH:17]=[CH:16][C:15]([NH:18][C:32]([C:28]3[N:29]=[CH:30][O:31][C:27]=3[C:23]3[CH:24]=[CH:25][CH:26]=[C:21]([O:20][CH3:19])[CH:22]=3)=[O:33])=[N:14]2)=[CH:9][CH:8]=1)(=[O:6])[CH3:1], predict the reactants needed to synthesize it. The reactants are: [CH3:1][C:2]1([C:7]2[O:11][C:10]([CH2:12][N:13]3[CH:17]=[CH:16][C:15]([NH2:18])=[N:14]3)=[CH:9][CH:8]=2)[O:6]CCO1.[CH3:19][O:20][C:21]1[CH:22]=[C:23]([C:27]2[O:31][CH:30]=[N:29][C:28]=2[C:32](O)=[O:33])[CH:24]=[CH:25][CH:26]=1. (3) Given the product [CH3:1][C:2]1[N:6]([C:7]2[CH:12]=[N:11][CH:10]=[CH:9][N:8]=2)[N:5]=[C:4]([C:13]2[CH:18]=[CH:17][CH:16]=[CH:15][CH:14]=2)[C:3]=1[NH2:19], predict the reactants needed to synthesize it. The reactants are: [CH3:1][C:2]1[N:6]([C:7]2[CH:12]=[N:11][CH:10]=[CH:9][N:8]=2)[N:5]=[C:4]([C:13]2[CH:18]=[CH:17][CH:16]=[CH:15][CH:14]=2)[C:3]=1[N:19]=O.Cl.